Dataset: Catalyst prediction with 721,799 reactions and 888 catalyst types from USPTO. Task: Predict which catalyst facilitates the given reaction. (1) The catalyst class is: 29. Reactant: [CH3:1][C:2]([CH3:38])=[CH:3][CH2:4][C:5]1[C:10]([O:11]CC2C=CC=CC=2)=[CH:9][C:8]([OH:19])=[CH:7][C:6]=1/[CH:20]=[CH:21]/[C:22]1[CH:27]=[CH:26][C:25]([O:28]CC2C=CC=CC=2)=[C:24]([O:36][CH3:37])[CH:23]=1.C1CC=CCC=1. Product: [CH3:1][C:2]([CH3:38])=[CH:3][CH2:4][C:5]1[C:10]([OH:11])=[CH:9][C:8]([OH:19])=[CH:7][C:6]=1/[CH:20]=[CH:21]/[C:22]1[CH:27]=[CH:26][C:25]([OH:28])=[C:24]([O:36][CH3:37])[CH:23]=1. (2) Reactant: C(O[C:4](=[O:13])[CH2:5][C:6]1[CH:11]=[CH:10][C:9](N)=[CH:8][CH:7]=1)C.C(N(CC)CC)C.FC(F)(F)C1C=CC(C2C([C:35]([Cl:37])=[O:36])=CC=CC=2)=CC=1.[ClH:40]. Product: [C:6]1([CH:5]([C:4]([Cl:40])=[O:13])[C:35]([Cl:37])=[O:36])[CH:7]=[CH:8][CH:9]=[CH:10][CH:11]=1. The catalyst class is: 124. (3) Reactant: C[O:2][C:3]([C@:5]1([CH2:11][O:12][Si:13]([CH:20]([CH3:22])[CH3:21])([CH:17]([CH3:19])[CH3:18])[CH:14]([CH3:16])[CH3:15])[CH2:9][CH2:8][CH2:7][N:6]1[CH3:10])=[O:4].O.[OH-].[Li+].Cl. Product: [CH3:10][N:6]1[CH2:7][CH2:8][CH2:9][C@@:5]1([CH2:11][O:12][Si:13]([CH:17]([CH3:19])[CH3:18])([CH:14]([CH3:16])[CH3:15])[CH:20]([CH3:22])[CH3:21])[C:3]([OH:4])=[O:2]. The catalyst class is: 24. (4) Reactant: C[C@@H]1O[C@@H]([O:8][CH2:9][C@H:10]2[O:15][C@@H:14]([O:16][C:17]3[C:26](=[O:27])[C:25]4[C:24]([OH:28])=[CH:23][C:22]([OH:29])=[CH:21][C:20]=4[O:19][C:18]=3[C:30]3[CH:31]=[CH:32][C:33]([OH:37])=[C:34]([OH:36])[CH:35]=3)[C@H:13]([OH:38])[C@@H:12]([OH:39])[C@@H:11]2[OH:40])[C@H](O)[C@H](O)[C@H]1O.S(=O)(=O)(O)O.C(#N)C.P(=O)(O)(O)O. Product: [CH:31]1[C:30]([C:18]2[O:19][C:20]3[C:25](=[C:24]([OH:28])[CH:23]=[C:22]([OH:29])[CH:21]=3)[C:26](=[O:27])[C:17]=2[O:16][C@@H:14]2[O:15][C@H:10]([CH2:9][OH:8])[C@@H:11]([OH:40])[C@H:12]([OH:39])[C@H:13]2[OH:38])=[CH:35][C:34]([OH:36])=[C:33]([OH:37])[CH:32]=1. The catalyst class is: 801. (5) Reactant: C([O:3][C:4](=[O:45])[CH:5]([C:10]1[CH:11]=[C:12]([C:35]2[CH:40]=[CH:39][C:38]([C:41]([F:44])([F:43])[F:42])=[CH:37][CH:36]=2)[CH:13]=[C:14]([CH:16]2[CH2:21][CH2:20][CH2:19][N:18]([S:22]([C:25]3[CH:30]=[CH:29][CH:28]=[CH:27][C:26]=3[C:31]([F:34])([F:33])[F:32])(=[O:24])=[O:23])[CH2:17]2)[CH:15]=1)[CH2:6][CH:7]([CH3:9])[CH3:8])C.[OH-].[K+]. Product: [CH3:8][CH:7]([CH3:9])[CH2:6][CH:5]([C:10]1[CH:11]=[C:12]([C:35]2[CH:40]=[CH:39][C:38]([C:41]([F:44])([F:42])[F:43])=[CH:37][CH:36]=2)[CH:13]=[C:14]([CH:16]2[CH2:21][CH2:20][CH2:19][N:18]([S:22]([C:25]3[CH:30]=[CH:29][CH:28]=[CH:27][C:26]=3[C:31]([F:33])([F:32])[F:34])(=[O:24])=[O:23])[CH2:17]2)[CH:15]=1)[C:4]([OH:45])=[O:3]. The catalyst class is: 14. (6) Reactant: C([O-])([O-])=O.[K+].[K+].[I:7][C:8]1[CH:9]=[C:10]([OH:18])[C:11](=[CH:16][CH:17]=1)[C:12]([O:14][CH3:15])=[O:13].[CH2:19](Br)[C:20]1[CH:25]=[CH:24][CH:23]=[CH:22][CH:21]=1. Product: [CH2:19]([O:18][C:10]1[CH:9]=[C:8]([I:7])[CH:17]=[CH:16][C:11]=1[C:12]([O:14][CH3:15])=[O:13])[C:20]1[CH:25]=[CH:24][CH:23]=[CH:22][CH:21]=1. The catalyst class is: 23. (7) Reactant: Br[C:2]1[N:6]2[CH2:7][CH2:8][N:9]([C:11]([O:13][C:14]([CH3:17])([CH3:16])[CH3:15])=[O:12])[CH2:10][C:5]2=[C:4]([C:18](=[O:29])[NH:19][C@@H:20]([C:25]([CH3:28])([CH3:27])[CH3:26])[C:21]([NH:23][CH3:24])=[O:22])[N:3]=1.[C:30]1(B(O)O)[CH:35]=[CH:34][CH:33]=[CH:32][CH:31]=1.C([O-])([O-])=O.[Na+].[Na+]. Product: [CH3:26][C:25]([CH3:28])([CH3:27])[C@H:20]([NH:19][C:18]([C:4]1[N:3]=[C:2]([C:30]2[CH:35]=[CH:34][CH:33]=[CH:32][CH:31]=2)[N:6]2[CH2:7][CH2:8][N:9]([C:11]([O:13][C:14]([CH3:17])([CH3:16])[CH3:15])=[O:12])[CH2:10][C:5]=12)=[O:29])[C:21]([NH:23][CH3:24])=[O:22]. The catalyst class is: 755. (8) The catalyst class is: 8. Product: [C:1]([O:5][C:6]([N:8]1[CH2:13][CH2:12][CH:11]([C:14]2[N:20]3[CH:21]=[CH:22][C:23]([C:25]([CH3:28])([CH3:27])[CH3:26])=[CH:24][C:19]3=[N:18][CH:15]=2)[CH2:10][CH2:9]1)=[O:7])([CH3:4])([CH3:3])[CH3:2]. Reactant: [C:1]([O:5][C:6]([N:8]1[CH2:13][CH2:12][CH:11]([CH:14](Br)[CH:15]=O)[CH2:10][CH2:9]1)=[O:7])([CH3:4])([CH3:3])[CH3:2].[NH2:18][C:19]1[CH:24]=[C:23]([C:25]([CH3:28])([CH3:27])[CH3:26])[CH:22]=[CH:21][N:20]=1.